From a dataset of Forward reaction prediction with 1.9M reactions from USPTO patents (1976-2016). Predict the product of the given reaction. (1) Given the reactants [CH:1]([C:9]1[CH:10]=[C:11]([CH:15]=[CH:16][CH:17]=1)[C:12]([OH:14])=O)=[CH:2][C:3]1[CH:8]=[CH:7][CH:6]=[CH:5][CH:4]=1.[CH2:18]([NH2:21])[CH2:19][CH3:20], predict the reaction product. The product is: [CH2:18]([NH:21][C:12](=[O:14])[C:11]1[CH:15]=[CH:16][CH:17]=[C:9]([CH:1]=[CH:2][C:3]2[CH:4]=[CH:5][CH:6]=[CH:7][CH:8]=2)[CH:10]=1)[CH2:19][CH3:20]. (2) Given the reactants C(OC([N:8]1[CH2:36][CH2:35][C:11]2([C:15](=[O:16])[N:14]([C:17]3[C:18]([CH3:34])=[N:19][C:20]([N:23]4[CH2:27][CH2:26][C@@H:25]([N:28]5[CH2:32][CH2:31][CH2:30][C@@H:29]5[CH3:33])[CH2:24]4)=[CH:21][CH:22]=3)[CH2:13][CH2:12]2)[CH2:10][CH2:9]1)=O)(C)(C)C.[ClH:37], predict the reaction product. The product is: [ClH:37].[CH3:34][C:18]1[C:17]([N:14]2[CH2:13][CH2:12][C:11]3([CH2:35][CH2:36][NH:8][CH2:9][CH2:10]3)[C:15]2=[O:16])=[CH:22][CH:21]=[C:20]([N:23]2[CH2:27][CH2:26][C@@H:25]([N:28]3[CH2:32][CH2:31][CH2:30][C@@H:29]3[CH3:33])[CH2:24]2)[N:19]=1. (3) Given the reactants [Br:1][C:2]1[CH:7]=[C:6]([F:8])[CH:5]=[CH:4][C:3]=1[OH:9].[CH2:10]1N2CN3CN(C2)CN1C3.[OH2:20].S(=O)(=O)(O)O, predict the reaction product. The product is: [Br:1][C:2]1[C:3]([OH:9])=[C:4]([CH:5]=[C:6]([F:8])[CH:7]=1)[CH:10]=[O:20].